Task: Regression. Given two drug SMILES strings and cell line genomic features, predict the synergy score measuring deviation from expected non-interaction effect.. Dataset: NCI-60 drug combinations with 297,098 pairs across 59 cell lines (1) Synergy scores: CSS=33.4, Synergy_ZIP=3.83, Synergy_Bliss=4.63, Synergy_Loewe=-8.15, Synergy_HSA=-3.37. Cell line: SF-268. Drug 2: CC1=CC=C(C=C1)C2=CC(=NN2C3=CC=C(C=C3)S(=O)(=O)N)C(F)(F)F. Drug 1: CN(CC1=CN=C2C(=N1)C(=NC(=N2)N)N)C3=CC=C(C=C3)C(=O)NC(CCC(=O)O)C(=O)O. (2) Drug 1: C1=NC2=C(N=C(N=C2N1C3C(C(C(O3)CO)O)O)F)N. Drug 2: CC=C1C(=O)NC(C(=O)OC2CC(=O)NC(C(=O)NC(CSSCCC=C2)C(=O)N1)C(C)C)C(C)C. Cell line: SF-539. Synergy scores: CSS=40.9, Synergy_ZIP=3.66, Synergy_Bliss=-0.538, Synergy_Loewe=-46.4, Synergy_HSA=-3.39.